This data is from Reaction yield outcomes from USPTO patents with 853,638 reactions. The task is: Predict the reaction yield, written as a fraction of the theoretical maximum amount of product (1.0 means a 100% yield; for example, 0.34 means a 34% yield). (1) The reactants are [CH2:1]([O:3][C:4](=[O:27])[CH2:5][N:6]([CH2:21][C:22]([O:24][CH2:25][CH3:26])=[O:23])[C:7]1[CH:12]=[C:11]([C:13]2[CH:18]=[C:17](Cl)[N:16]=[CH:15][N:14]=2)[CH:10]=[CH:9][C:8]=1[CH3:20])[CH3:2].C([O-])(=O)C.[Na+]. The product is [CH2:25]([O:24][C:22](=[O:23])[CH2:21][N:6]([CH2:5][C:4]([O:3][CH2:1][CH3:2])=[O:27])[C:7]1[CH:12]=[C:11]([C:13]2[CH:18]=[CH:17][N:16]=[CH:15][N:14]=2)[CH:10]=[CH:9][C:8]=1[CH3:20])[CH3:26]. The catalyst is C(O)C.O1CCCC1.[C].[Pd]. The yield is 0.730. (2) The reactants are [CH2:1]([O:8][C:9]1[CH:21]=[C:20]2[C:12]([C:13]3[CH:14]=[CH:15][C:16]([N:22]([CH3:25])[CH:23]=[O:24])=[CH:17][C:18]=3[NH:19]2)=[CH:11][CH:10]=1)[C:2]1[CH:7]=[CH:6][CH:5]=[CH:4][CH:3]=1.[H-].[Na+].[C:28](=O)([O:34]C1C=CC=CC=1)[O:29][C:30]([CH3:33])([CH3:32])[CH3:31]. The catalyst is C1COCC1. The product is [CH2:1]([O:8][C:9]1[CH:10]=[CH:11][C:12]2[C:13]3[C:18](=[CH:17][C:16]([N:22]([CH3:25])[CH:23]=[O:24])=[CH:15][CH:14]=3)[N:19]([C:28]([O:29][C:30]([CH3:33])([CH3:32])[CH3:31])=[O:34])[C:20]=2[CH:21]=1)[C:2]1[CH:3]=[CH:4][CH:5]=[CH:6][CH:7]=1. The yield is 0.660. (3) The reactants are [NH2:1][C:2]1[CH:12]=[CH:11][C:5]([C:6]([O:8][CH2:9][CH3:10])=[O:7])=[CH:4][CH:3]=1.[CH:13](OCC)(OCC)OCC.FC(F)(F)C(O)=O. No catalyst specified. The product is [CH3:13][NH:1][C:2]1[CH:3]=[CH:4][C:5]([C:6]([O:8][CH2:9][CH3:10])=[O:7])=[CH:11][CH:12]=1. The yield is 0.460. (4) The reactants are [Br:1][C:2]1[CH:10]=[C:6]([C:7]([OH:9])=O)[C:5]([OH:11])=[CH:4][CH:3]=1.[Cl:12][C:13]1[CH:14]=[C:15]([CH:17]=[C:18]([Cl:21])[C:19]=1[Cl:20])[NH2:16]. No catalyst specified. The product is [Br:1][C:2]1[CH:3]=[CH:4][C:5]([OH:11])=[C:6]([CH:10]=1)[C:7]([NH:16][C:15]1[CH:14]=[C:13]([Cl:12])[C:19]([Cl:20])=[C:18]([Cl:21])[CH:17]=1)=[O:9]. The yield is 0.786. (5) The reactants are [CH3:1][O:2][C:3]1[CH:10]=[C:9]([O:11][CH3:12])[CH:8]=[CH:7][C:4]=1[CH2:5][NH2:6].N1C=CC=CC=1.[F:19][C:20]1[CH:21]=[C:22]([S:27](Cl)(=[O:29])=[O:28])[CH:23]=[CH:24][C:25]=1[F:26].Cl. The catalyst is ClCCl. The product is [CH3:1][O:2][C:3]1[CH:10]=[C:9]([O:11][CH3:12])[CH:8]=[CH:7][C:4]=1[CH2:5][NH:6][S:27]([C:22]1[CH:23]=[CH:24][C:25]([F:26])=[C:20]([F:19])[CH:21]=1)(=[O:29])=[O:28]. The yield is 0.990. (6) The catalyst is CC#N. The reactants are Br[C:2]([CH3:9])([CH3:8])[C:3]([O:5][CH2:6][CH3:7])=[O:4].[CH:10]1([NH2:13])[CH2:12][CH2:11]1.C([O-])([O-])=O.[K+].[K+]. The yield is 0.460. The product is [CH:10]1([NH:13][C:2]([CH3:9])([CH3:8])[C:3]([O:5][CH2:6][CH3:7])=[O:4])[CH2:12][CH2:11]1. (7) The reactants are [OH-].[K+].[Br:3][C:4]1[CH:9]=[CH:8][C:7]([CH2:10][C:11]([CH2:13][C:14]2[CH:19]=[CH:18][C:17]([Br:20])=[CH:16][CH:15]=2)=[O:12])=[CH:6][CH:5]=1.[Br:21][C:22]1[CH:27]=[CH:26][C:25]([C:28]([C:30]([C:32]2[CH:37]=[CH:36][C:35]([Br:38])=[CH:34][CH:33]=2)=O)=O)=[CH:24][CH:23]=1.O. The catalyst is C(O)C.ClCCl. The product is [Br:3][C:4]1[CH:9]=[CH:8][C:7]([C:10]2[C:11](=[O:12])[C:13]([C:14]3[CH:15]=[CH:16][C:17]([Br:20])=[CH:18][CH:19]=3)=[C:28]([C:25]3[CH:26]=[CH:27][C:22]([Br:21])=[CH:23][CH:24]=3)[C:30]=2[C:32]2[CH:33]=[CH:34][C:35]([Br:38])=[CH:36][CH:37]=2)=[CH:6][CH:5]=1. The yield is 0.680. (8) The reactants are ClCC(Cl)(Cl)Cl.[F:7][C:8]1[CH:9]=[C:10]([O:15][CH3:16])[CH:11]=[CH:12][C:13]=1[F:14].[C:17](Cl)(=[O:24])[C:18]1[CH:23]=[CH:22][CH:21]=[CH:20][CH:19]=1. The catalyst is [Cl-].[Zn+2].[Cl-]. The product is [F:14][C:13]1[CH:12]=[C:11]([C:10]([O:15][CH3:16])=[CH:9][C:8]=1[F:7])[C:17]([C:18]1[CH:23]=[CH:22][CH:21]=[CH:20][CH:19]=1)=[O:24]. The yield is 0.327. (9) The reactants are [OH:1][C:2]1[C:3]([C:17](=O)[CH3:18])=[N:4][N:5]([CH3:16])[C:6]=1[C:7]1[CH:12]=[CH:11][C:10]([CH:13]([CH3:15])[CH3:14])=[CH:9][CH:8]=1.[NH:20]([C:22]([NH:24][C:25]1[CH:33]=[CH:32][C:28]([C:29]([OH:31])=[O:30])=[CH:27][CH:26]=1)=[S:23])[NH2:21].CN(C)C=O. The catalyst is Cl.O. The product is [OH:1][C:2]1[C:3]([C:17](=[N:21][NH:20][C:22]([NH:24][C:25]2[CH:33]=[CH:32][C:28]([C:29]([OH:31])=[O:30])=[CH:27][CH:26]=2)=[S:23])[CH3:18])=[N:4][N:5]([CH3:16])[C:6]=1[C:7]1[CH:12]=[CH:11][C:10]([CH:13]([CH3:15])[CH3:14])=[CH:9][CH:8]=1. The yield is 0.720. (10) The reactants are C[O:2][C:3]1[CH:13]=[CH:12][C:6]2[N:7]=[C:8]([C:10]#[N:11])[S:9][C:5]=2[CH:4]=1.Cl.[NH+]1C=CC=CC=1. No catalyst specified. The product is [OH:2][C:3]1[CH:13]=[CH:12][C:6]2[N:7]=[C:8]([C:10]#[N:11])[S:9][C:5]=2[CH:4]=1. The yield is 0.450.